Dataset: Peptide-MHC class I binding affinity with 185,985 pairs from IEDB/IMGT. Task: Regression. Given a peptide amino acid sequence and an MHC pseudo amino acid sequence, predict their binding affinity value. This is MHC class I binding data. (1) The peptide sequence is SINITPDDGL. The MHC is HLA-A02:02 with pseudo-sequence HLA-A02:02. The binding affinity (normalized) is 0.443. (2) The peptide sequence is SKKEGGAMY. The MHC is HLA-A30:02 with pseudo-sequence HLA-A30:02. The binding affinity (normalized) is 0. (3) The peptide sequence is YPACEAIGL. The MHC is HLA-B35:01 with pseudo-sequence HLA-B35:01. The binding affinity (normalized) is 0.872. (4) The peptide sequence is GQLASMVKL. The MHC is BoLA-T2b with pseudo-sequence BoLA-T2b. The binding affinity (normalized) is 0.195. (5) The peptide sequence is ERSDKSYEH. The MHC is HLA-B15:01 with pseudo-sequence HLA-B15:01. The binding affinity (normalized) is 0.0847.